Dataset: Forward reaction prediction with 1.9M reactions from USPTO patents (1976-2016). Task: Predict the product of the given reaction. Given the reactants [CH3:1][C:2]1[CH:7]=[C:6]([C:8]2[CH:9]=[CH:10][C:11]3[N:17]4[CH2:18][C@H:14]([CH2:15][CH2:16]4)[NH:13][C:12]=3[N:19]=2)[CH:5]=[CH:4][N:3]=1.ClC(Cl)(O[C:24](=[O:30])OC(Cl)(Cl)Cl)Cl.C(N(CC)CC)C.[N:39]1[CH:44]=[CH:43][CH:42]=[CH:41][C:40]=1[C@H:45]([NH2:47])[CH3:46], predict the reaction product. The product is: [CH3:1][C:2]1[CH:7]=[C:6]([C:8]2[CH:9]=[CH:10][C:11]3[N:17]4[CH2:18][C@H:14]([CH2:15][CH2:16]4)[N:13]([C:24]([NH:47][C@@H:45]([C:40]4[CH:41]=[CH:42][CH:43]=[CH:44][N:39]=4)[CH3:46])=[O:30])[C:12]=3[N:19]=2)[CH:5]=[CH:4][N:3]=1.